This data is from Full USPTO retrosynthesis dataset with 1.9M reactions from patents (1976-2016). The task is: Predict the reactants needed to synthesize the given product. (1) The reactants are: [Br:1][C:2]1[CH:7]=[CH:6][C:5]([OH:8])=[CH:4][CH:3]=1.C(=O)([O-])[O-].[K+].[K+].Br[CH:16]([CH2:21][CH2:22][Br:23])[C:17]([O:19][CH3:20])=[O:18]. Given the product [Br:23][CH2:22][CH2:21][CH:16]([O:8][C:5]1[CH:6]=[CH:7][C:2]([Br:1])=[CH:3][CH:4]=1)[C:17]([O:19][CH3:20])=[O:18], predict the reactants needed to synthesize it. (2) The reactants are: [CH2:1]([O:3][C:4](=[O:16])/[CH:5]=[CH:6]/[C:7]1[CH:12]=[CH:11][C:10]([O:13][CH3:14])=[CH:9][C:8]=1[F:15])[CH3:2].[N+](=[CH2:19])=[N-]. Given the product [CH2:1]([O:3][C:4]([CH:5]1[CH2:19][CH:6]1[C:7]1[CH:12]=[CH:11][C:10]([O:13][CH3:14])=[CH:9][C:8]=1[F:15])=[O:16])[CH3:2], predict the reactants needed to synthesize it. (3) Given the product [Cl:1][C:2]1[C:3]2[C:10]([I:25])=[CH:9][N:8]([C@H:11]3[CH2:16][CH2:15][C@H:14]([OH:17])[CH2:13][CH2:12]3)[C:4]=2[N:5]=[CH:6][N:7]=1, predict the reactants needed to synthesize it. The reactants are: [Cl:1][C:2]1[C:3]2[CH:10]=[CH:9][N:8]([C@H:11]3[CH2:16][CH2:15][C@H:14]([OH:17])[CH2:13][CH2:12]3)[C:4]=2[N:5]=[CH:6][N:7]=1.C1C(=O)N([I:25])C(=O)C1.O. (4) The reactants are: [C:1]([C:5]1[CH:13]=[C:12]2[C:8]([CH2:9][CH2:10][N:11]2[S:14]([C:17]2[CH:24]=[CH:23][C:20]([C:21]#[N:22])=[CH:19][CH:18]=2)(=[O:16])=[O:15])=[CH:7][C:6]=1[S:25]C#N)([CH3:4])([CH3:3])[CH3:2].S.[Na].[BH4-].[Na+].CO. Given the product [C:1]([C:5]1[CH:13]=[C:12]2[C:8]([CH2:9][CH2:10][N:11]2[S:14]([C:17]2[CH:18]=[CH:19][C:20]([C:21]#[N:22])=[CH:23][CH:24]=2)(=[O:15])=[O:16])=[CH:7][C:6]=1[SH:25])([CH3:4])([CH3:2])[CH3:3], predict the reactants needed to synthesize it. (5) Given the product [Br:1][CH2:2][C:3]1[CH:4]=[CH:5][C:6]([C:7]([NH:17][C:16]2[CH:18]=[CH:19][C:13]([Cl:12])=[C:14]([C:20]3[CH:25]=[CH:24][CH:23]=[CH:22][N:21]=3)[CH:15]=2)=[O:9])=[CH:10][CH:11]=1, predict the reactants needed to synthesize it. The reactants are: [Br:1][CH2:2][C:3]1[CH:11]=[CH:10][C:6]([C:7]([OH:9])=O)=[CH:5][CH:4]=1.[Cl:12][C:13]1[CH:19]=[CH:18][C:16]([NH2:17])=[CH:15][C:14]=1[C:20]1[CH:25]=[CH:24][CH:23]=[CH:22][N:21]=1.